Predict the product of the given reaction. From a dataset of Forward reaction prediction with 1.9M reactions from USPTO patents (1976-2016). (1) Given the reactants C(Cl)(=O)C(Cl)=O.[C:7]([C:9]1[C:10]([O:24][CH3:25])=[C:11]([C:21](O)=[O:22])[C:12]2[C:17]([C:18]=1[O:19][CH3:20])=[CH:16][CH:15]=[CH:14][CH:13]=2)#[N:8].[BH4-].[Na+], predict the reaction product. The product is: [C:7]([C:9]1[C:10]([O:24][CH3:25])=[C:11]([CH2:21][OH:22])[C:12]2[C:17]([C:18]=1[O:19][CH3:20])=[CH:16][CH:15]=[CH:14][CH:13]=2)#[N:8]. (2) Given the reactants C(NC1N=C(NCCC)N=C(Cl)N=1)C#CC.Cl.CONC.[CH3:22][O:23][N:24]([CH3:39])[C:25]1[N:30]=[C:29]([NH:31][CH2:32][CH2:33][CH3:34])[N:28]=[C:27]([NH:35][CH2:36][C:37]#[CH:38])[N:26]=1, predict the reaction product. The product is: [CH3:22][O:23][N:24]([CH3:39])[C:25]1[N:26]=[C:27]([NH:35][CH2:36][CH2:37][CH3:38])[N:28]=[C:29]([NH:31][C:32]#[C:33][CH3:34])[N:30]=1. (3) Given the reactants Br[CH2:2][C:3]1[CH:8]=[CH:7][C:6]([C:9]2[CH:14]=[CH:13][CH:12]=[C:11]([O:15][CH3:16])[CH:10]=2)=[CH:5][C:4]=1[F:17].C(=O)(O)[O-:19].[Na+], predict the reaction product. The product is: [F:17][C:4]1[CH:5]=[C:6]([C:9]2[CH:14]=[CH:13][CH:12]=[C:11]([O:15][CH3:16])[CH:10]=2)[CH:7]=[CH:8][C:3]=1[CH:2]=[O:19]. (4) The product is: [CH2:1]([N:3]1[C:7]2=[N:8][C:9]([CH2:42][CH3:43])=[C:10]([CH2:19][NH:20][C:21](=[O:41])[CH2:22][C:23]([NH:25][CH2:26][C:27]3[CH:28]=[C:29]([C:33]4[CH:34]=[CH:35][CH:36]=[C:37]([CH2:44][N:45]5[CH2:51][CH2:50][CH2:49][N:48]([CH3:54])[CH2:47][CH2:46]5)[CH:38]=4)[CH:30]=[CH:31][CH:32]=3)=[O:24])[C:11]([NH:12][CH:13]3[CH2:18][CH2:17][O:16][CH2:15][CH2:14]3)=[C:6]2[CH:5]=[N:4]1)[CH3:2]. Given the reactants [CH2:1]([N:3]1[C:7]2=[N:8][C:9]([CH2:42][CH3:43])=[C:10]([CH2:19][NH:20][C:21](=[O:41])[CH2:22][C:23]([NH:25][CH2:26][C:27]3[CH:28]=[C:29]([C:33]4[CH:38]=[CH:37][CH:36]=[C:35](C=O)[CH:34]=4)[CH:30]=[CH:31][CH:32]=3)=[O:24])[C:11]([NH:12][CH:13]3[CH2:18][CH2:17][O:16][CH2:15][CH2:14]3)=[C:6]2[CH:5]=[N:4]1)[CH3:2].[CH3:44][N:45]1[CH2:51][CH2:50][CH2:49][NH:48][CH2:47][CH2:46]1.[BH-](OC(C)=O)(OC(C)=O)O[C:54](C)=O.[Na+].CC(O)=O, predict the reaction product. (5) Given the reactants [O:1]1[CH:5]=[C:4]([CH2:6][OH:7])[N:3]=[CH:2]1.[CH3:8][S:9](Cl)(=[O:11])=[O:10].O, predict the reaction product. The product is: [CH3:8][S:9]([O:7][CH2:6][C:4]1[N:3]=[CH:2][O:1][CH:5]=1)(=[O:11])=[O:10]. (6) Given the reactants OC1C=CC(C(C2[CH:16]=[CH:15][C:14]([OH:17])=CC=2)(C)C)=CC=1.C1[O:21]C1C.C1(CN=C=O)C(C[N:29]=[C:30]=[O:31])=CC=CC=1.C(OCCOC1C=CC=CC=1)(=O)C=C.C(C(CCCC)C([O-])=O)C.C(C(CCCC)C([O-])=O)C.C(C(CCCC)C([O-])=O)C.[Bi+3].C(OCCO)(=O)C=C, predict the reaction product. The product is: [C:14]([OH:17])(=[O:21])[CH:15]=[CH2:16].[NH2:29][C:30]([O:17][CH2:14][CH3:15])=[O:31]. (7) The product is: [CH2:22]([N:29]1[C:7]([C:1]2[CH:6]=[CH:5][CH:4]=[CH:3][CH:2]=2)=[C:8]([Sn:9]([CH2:14][CH2:15][CH2:16][CH3:17])([CH2:10][CH2:11][CH2:12][CH3:13])[CH2:18][CH2:19][CH2:20][CH3:21])[N:31]=[N:30]1)[C:23]1[CH:28]=[CH:27][CH:26]=[CH:25][CH:24]=1. Given the reactants [C:1]1([C:7]#[C:8][Sn:9]([CH2:18][CH2:19][CH2:20][CH3:21])([CH2:14][CH2:15][CH2:16][CH3:17])[CH2:10][CH2:11][CH2:12][CH3:13])[CH:6]=[CH:5][CH:4]=[CH:3][CH:2]=1.[CH2:22]([N:29]=[N+:30]=[N-:31])[C:23]1[CH:28]=[CH:27][CH:26]=[CH:25][CH:24]=1, predict the reaction product. (8) Given the reactants C[O:2][C:3]([C:5]1[N:6]([CH3:26])[N:7]=[C:8]([O:10][CH2:11][C:12]2[C:13]([C:19]3[CH:24]=[CH:23][C:22]([Cl:25])=[CH:21][CH:20]=3)=[N:14][O:15][C:16]=2[CH2:17][OH:18])[CH:9]=1)=[O:4].COC(C1N(C)N=C(OCC2C(C3C=CC(F)=CC=3)=NOC=2CO)C=1)=O, predict the reaction product. The product is: [Cl:25][C:22]1[CH:23]=[CH:24][C:19]([C:13]2[C:12]([CH2:11][O:10][C:8]3[CH:9]=[C:5]([C:3]([OH:4])=[O:2])[N:6]([CH3:26])[N:7]=3)=[C:16]([CH2:17][OH:18])[O:15][N:14]=2)=[CH:20][CH:21]=1.